Dataset: Full USPTO retrosynthesis dataset with 1.9M reactions from patents (1976-2016). Task: Predict the reactants needed to synthesize the given product. (1) The reactants are: [Cl:1][C:2]1[CH:7]=[CH:6][C:5]([F:8])=[C:4]([Cl:9])[CH:3]=1.[Cl-].[Al+3].[Cl-].[Cl-].[C:14](OC(=O)C)(=[O:16])[CH3:15]. Given the product [CH3:15][C:14]([C:7]1[C:2]([Cl:1])=[CH:3][C:4]([Cl:9])=[C:5]([F:8])[CH:6]=1)=[O:16], predict the reactants needed to synthesize it. (2) Given the product [NH2:4][C@H:5]([CH2:11][C:12]1[CH:17]=[CH:16][C:15]([CH2:18][CH3:19])=[C:14]([CH2:20][CH3:21])[CH:13]=1)[C:6]([OH:8])=[O:7], predict the reactants needed to synthesize it. The reactants are: C([NH:4][C@H:5]([CH2:11][C:12]1[CH:17]=[CH:16][C:15]([CH2:18][CH3:19])=[C:14]([CH2:20][CH3:21])[CH:13]=1)[C:6]([O:8]CC)=[O:7])(=O)C. (3) Given the product [CH2:3]([O:5][C:6](=[O:13])[CH:7]([C:15]1[CH:20]=[CH:19][C:18]([N+:21]([O-:23])=[O:22])=[C:17]([CH3:24])[CH:16]=1)[C:8]([O:10][CH2:11][CH3:12])=[O:9])[CH3:4], predict the reactants needed to synthesize it. The reactants are: [H-].[Na+].[CH2:3]([O:5][C:6](=[O:13])[CH2:7][C:8]([O:10][CH2:11][CH3:12])=[O:9])[CH3:4].F[C:15]1[CH:20]=[CH:19][C:18]([N+:21]([O-:23])=[O:22])=[C:17]([CH3:24])[CH:16]=1. (4) Given the product [Cl:35][C:12]1[CH:11]=[C:10]([CH:15]=[CH:14][C:13]=1[CH:16]([CH3:34])[C:17]([OH:33])([C:22]1[CH:23]=[CH:24][C:25]2[O:29][C:28](=[O:30])[N:27]([CH3:31])[C:26]=2[CH:32]=1)[C:18]([F:20])([F:21])[F:19])[C:9]([NH:8][CH2:7][C:6]([OH:37])=[O:5])=[O:36], predict the reactants needed to synthesize it. The reactants are: C([O:5][C:6](=[O:37])[CH2:7][NH:8][C:9](=[O:36])[C:10]1[CH:15]=[CH:14][C:13]([CH:16]([CH3:34])[C:17]([OH:33])([C:22]2[CH:23]=[CH:24][C:25]3[O:29][C:28](=[O:30])[N:27]([CH3:31])[C:26]=3[CH:32]=2)[C:18]([F:21])([F:20])[F:19])=[C:12]([Cl:35])[CH:11]=1)(C)(C)C.FC(F)(F)C(O)=O. (5) Given the product [O-:19][N+:8]1[C:9]2[CH:18]=[C:17]3[C:13](=[CH:12][C:10]=2[N:11]=[C:6]([NH:1][CH2:2][CH2:3][OH:4])[N:7]=1)[CH2:14][CH2:15][CH2:16]3, predict the reactants needed to synthesize it. The reactants are: [NH2:1][CH2:2][CH2:3][OH:4].Cl[C:6]1[N:7]=[N+:8]([O-:19])[C:9]2[CH:18]=[C:17]3[C:13]([CH2:14][CH2:15][CH2:16]3)=[CH:12][C:10]=2[N:11]=1.